Predict which catalyst facilitates the given reaction. From a dataset of Catalyst prediction with 721,799 reactions and 888 catalyst types from USPTO. (1) Product: [C:7]1([P:21](=[O:32])([O:27][CH2:28][CH2:29][CH2:30][CH3:31])[O:22][CH2:23][CH2:24][CH2:25][CH3:26])[CH:12]=[CH:11][CH:10]=[CH:9][CH:8]=1. The catalyst class is: 25. Reactant: FC(F)(F)S(O[C:7]1[CH:12]=[CH:11][CH:10]=[CH:9][C:8]=1[Si](C)(C)C)(=O)=O.[F-].[Cs+].[P:21]([O:32]CCCC)([O:27][CH2:28][CH2:29][CH2:30][CH3:31])[O:22][CH2:23][CH2:24][CH2:25][CH3:26].C(#N)C. (2) Reactant: [CH3:1][N:2]1[CH:6]=[CH:5][C:4]([NH2:7])=[N:3]1.[H-].[Na+].Br[C:11]1[C:12]2[N:13]([C:18]([C:21]([NH:23][C:24]3[CH:29]=[CH:28][N:27]=[CH:26][C:25]=3[F:30])=[O:22])=[CH:19][N:20]=2)[N:14]=[C:15]([Cl:17])[CH:16]=1.CO. Product: [Cl:17][C:15]1[CH:16]=[C:11]([NH:7][C:4]2[CH:5]=[CH:6][N:2]([CH3:1])[N:3]=2)[C:12]2[N:13]([C:18]([C:21]([NH:23][C:24]3[CH:29]=[CH:28][N:27]=[CH:26][C:25]=3[F:30])=[O:22])=[CH:19][N:20]=2)[N:14]=1. The catalyst class is: 3. (3) Product: [NH:13]1[CH2:14][CH2:15][CH:10]([NH:9][C:7](=[O:8])[O:6][CH2:5][C:4]2[CH:3]=[C:2]([Cl:1])[CH:25]=[C:24]([Cl:26])[CH:23]=2)[CH2:11][CH2:12]1. The catalyst class is: 12. Reactant: [Cl:1][C:2]1[CH:3]=[C:4]([CH:23]=[C:24]([Cl:26])[CH:25]=1)[CH2:5][O:6][C:7]([NH:9][CH:10]1[CH2:15][CH2:14][N:13](C(OC(C)(C)C)=O)[CH2:12][CH2:11]1)=[O:8].Cl.